Dataset: Full USPTO retrosynthesis dataset with 1.9M reactions from patents (1976-2016). Task: Predict the reactants needed to synthesize the given product. Given the product [ClH:25].[N:1]12[CH2:9][CH2:8][CH:5]([CH2:6][CH2:7]1)[N:4]([C:10]1[CH:15]=[CH:14][C:13]([NH:16][C:17](=[O:24])[C:18]3[CH:23]=[CH:22][CH:21]=[CH:20][CH:19]=3)=[CH:12][CH:11]=1)[CH2:3][CH2:2]2, predict the reactants needed to synthesize it. The reactants are: [N:1]12[CH2:9][CH2:8][CH:5]([CH2:6][CH2:7]1)[N:4]([C:10]1[CH:15]=[CH:14][C:13]([NH2:16])=[CH:12][CH:11]=1)[CH2:3][CH2:2]2.[C:17]([Cl:25])(=[O:24])[C:18]1[CH:23]=[CH:22][CH:21]=[CH:20][CH:19]=1.